This data is from Reaction yield outcomes from USPTO patents with 853,638 reactions. The task is: Predict the reaction yield, written as a fraction of the theoretical maximum amount of product (1.0 means a 100% yield; for example, 0.34 means a 34% yield). (1) The reactants are CC1(C)COB([C:8]2[CH:29]=[CH:28][C:11]3[C:12]4[N:16]([CH2:17][CH2:18][O:19][C:10]=3[CH:9]=2)[CH:15]=[C:14]([C:20]2[N:21]([CH:25]([CH3:27])[CH3:26])[N:22]=[CH:23][N:24]=2)[N:13]=4)OC1.C(Cl)Cl.C(=O)([O-])[O-].[Cs+].[Cs+].[C:40]([O:44][C:45]([N:47]1[CH:52]2[CH2:53][CH2:54][CH:48]1[CH:49]=[C:50](OS(C(F)(F)F)(=O)=O)[CH2:51]2)=[O:46])([CH3:43])([CH3:42])[CH3:41]. The catalyst is COCCOC.O. The product is [C:40]([O:44][C:45]([N:47]1[CH:52]2[CH2:53][CH2:54][CH:48]1[CH:49]=[C:50]([C:8]1[CH:29]=[CH:28][C:11]3[C:12]4[N:16]([CH2:17][CH2:18][O:19][C:10]=3[CH:9]=1)[CH:15]=[C:14]([C:20]1[N:21]([CH:25]([CH3:27])[CH3:26])[N:22]=[CH:23][N:24]=1)[N:13]=4)[CH2:51]2)=[O:46])([CH3:43])([CH3:41])[CH3:42]. The yield is 0.630. (2) The reactants are Cl.[N:2]1[CH:7]=[CH:6][CH:5]=[CH:4][C:3]=1[N:8]([CH2:33][CH2:34][C:35]([O:37]CC)=[O:36])[C:9]([C:11]1[CH:32]=[CH:31][C:14]2[N:15]([CH2:29][CH3:30])[C:16]([CH2:18][NH:19][C:20]3[CH:25]=[CH:24][C:23]([C:26](=[NH:28])[NH2:27])=[CH:22][CH:21]=3)=[N:17][C:13]=2[CH:12]=1)=[O:10].[OH-].[Na+]. No catalyst specified. The product is [N:2]1[CH:7]=[CH:6][CH:5]=[CH:4][C:3]=1[N:8]([CH2:33][CH2:34][C:35]([OH:37])=[O:36])[C:9]([C:11]1[CH:32]=[CH:31][C:14]2[N:15]([CH2:29][CH3:30])[C:16]([CH2:18][NH:19][C:20]3[CH:25]=[CH:24][C:23]([C:26](=[NH:27])[NH2:28])=[CH:22][CH:21]=3)=[N:17][C:13]=2[CH:12]=1)=[O:10]. The yield is 0.490. (3) The reactants are [Br:1][C:2]1[CH:3]=[C:4]([O:8][CH2:9][C:10]#[N:11])[CH:5]=[N:6][CH:7]=1.[CH2:12]([Mg]Br)[CH3:13].[C@H](O)(C([O-])=O)[C@@H](O)C([O-])=O.[Na+].[K+]. The catalyst is CC(C)[O-].[Ti+4].CC(C)[O-].CC(C)[O-].CC(C)[O-].C1COCC1. The product is [Br:1][C:2]1[CH:3]=[C:4]([O:8][CH2:9][C:10]2([NH2:11])[CH2:13][CH2:12]2)[CH:5]=[N:6][CH:7]=1. The yield is 0.190. (4) The reactants are [CH:1]1([N:6]2[C:10]3[N:11]=[C:12]([NH:15][C:16]4[CH:24]=[CH:23][C:19]([C:20](O)=[O:21])=[CH:18][N:17]=4)[N:13]=[CH:14][C:9]=3[CH:8]=[C:7]2[C:25](=[O:29])[N:26]([CH3:28])[CH3:27])[CH2:5][CH2:4][CH2:3][CH2:2]1.[Li+].[Cl-].[C@@H:32]12[NH:47][C@@H:36]([CH2:37][N:38]([C:40]([O:42][C:43]([CH3:46])([CH3:45])[CH3:44])=[O:41])[CH2:39]1)[CH2:35][O:34][CH2:33]2. No catalyst specified. The product is [CH:1]1([N:6]2[C:10]3[N:11]=[C:12]([NH:15][C:16]4[CH:24]=[CH:23][C:19]([C:20]([N:47]5[C@H:32]6[CH2:39][N:38]([C:40]([O:42][C:43]([CH3:44])([CH3:46])[CH3:45])=[O:41])[CH2:37][C@@H:36]5[CH2:35][O:34][CH2:33]6)=[O:21])=[CH:18][N:17]=4)[N:13]=[CH:14][C:9]=3[CH:8]=[C:7]2[C:25](=[O:29])[N:26]([CH3:27])[CH3:28])[CH2:2][CH2:3][CH2:4][CH2:5]1. The yield is 0.850. (5) The reactants are [CH2:1]([O:8][C:5]1[C:6](OC)=[CH:7][C:2]([C:1]([OH:8])=O)=[CH:3][C:4]=1OC)[C:2]1[CH:7]=[CH:6][CH:5]=[CH:4][CH:3]=1.C(N1C=CN=C1)([N:24]1C=CN=C1)=O.[OH-].[NH4+].Cl. The catalyst is O1CCCC1.C(OCC)(=O)C. The product is [C:1]([NH2:24])(=[O:8])[C:2]1[CH:7]=[CH:6][CH:5]=[CH:4][CH:3]=1. The yield is 0.980. (6) The reactants are [S:1]1[C:5]2[CH:6]=[CH:7][CH:8]=[CH:9][C:4]=2[N:3]=[C:2]1[C:10]1[C:14]([NH:15][C:16]([C:18]([CH3:25])([CH3:24])[CH2:19][O:20]C(=O)C)=[O:17])=[CH:13][NH:12][N:11]=1.N1C2C=CC=CC=2N=C1C1C(NC(=O)C(C)(C)CO)=CNN=1. No catalyst specified. The product is [S:1]1[C:5]2[CH:6]=[CH:7][CH:8]=[CH:9][C:4]=2[N:3]=[C:2]1[C:10]1[C:14]([NH:15][C:16](=[O:17])[C:18]([CH3:24])([CH3:25])[CH2:19][OH:20])=[CH:13][NH:12][N:11]=1. The yield is 0.740. (7) The reactants are [CH3:1][N:2]1[CH:6]=[CH:5][C:4]([C:7]([OH:9])=O)=[N:3]1.CN(C)C=O.C(Cl)(=O)C(Cl)=O.[NH2:21][C:22]1[CH:23]=[C:24]([CH:41]=[CH:42][C:43]=1[F:44])[O:25][C:26]1[CH:27]=[CH:28][C:29]2[N:30]([CH:32]=[C:33]([NH:35][C:36]([CH:38]3[CH2:40][CH2:39]3)=[O:37])[N:34]=2)[N:31]=1.C(=O)([O-])O.[Na+]. The catalyst is O1CCCC1.CN(C)C(=O)C. The product is [CH:38]1([C:36]([NH:35][C:33]2[N:34]=[C:29]3[CH:28]=[CH:27][C:26]([O:25][C:24]4[CH:41]=[CH:42][C:43]([F:44])=[C:22]([NH:21][C:7]([C:4]5[CH:5]=[CH:6][N:2]([CH3:1])[N:3]=5)=[O:9])[CH:23]=4)=[N:31][N:30]3[CH:32]=2)=[O:37])[CH2:39][CH2:40]1. The yield is 0.540.